From a dataset of TCR-epitope binding with 47,182 pairs between 192 epitopes and 23,139 TCRs. Binary Classification. Given a T-cell receptor sequence (or CDR3 region) and an epitope sequence, predict whether binding occurs between them. (1) The epitope is DPFRLLQNSQVFS. The TCR CDR3 sequence is CSNQPQHF. Result: 1 (the TCR binds to the epitope). (2) The epitope is HSKKKCDEL. Result: 1 (the TCR binds to the epitope). The TCR CDR3 sequence is CASSNRQGGTGELFF. (3) The epitope is KLGGALQAK. The TCR CDR3 sequence is CASSQTSPGHGVSPLHF. Result: 1 (the TCR binds to the epitope). (4) The epitope is AMFWSVPTV. The TCR CDR3 sequence is CASSLGVGGEPEAFF. Result: 0 (the TCR does not bind to the epitope). (5) The epitope is ATDALMTGY. The TCR CDR3 sequence is CASSLWGADGYTF. Result: 1 (the TCR binds to the epitope).